From a dataset of Reaction yield outcomes from USPTO patents with 853,638 reactions. Predict the reaction yield, written as a fraction of the theoretical maximum amount of product (1.0 means a 100% yield; for example, 0.34 means a 34% yield). (1) The reactants are C([O-])([O-])=O.[K+].[K+].C(O/[CH:12]=[CH:13]/[C:14]1[C:19]([CH3:20])=[CH:18][N:17]=[C:16]([Cl:21])[N:15]=1)CCC.[I-].[NH2:23][N+:24]1[CH:29]=[CH:28][CH:27]=[CH:26][CH:25]=1.C(Cl)Cl. The catalyst is CN(C=O)C.CCOC(C)=O. The product is [Cl:21][C:16]1[N:15]=[C:14]([C:13]2[CH:12]=[N:23][N:24]3[CH:29]=[CH:28][CH:27]=[CH:26][C:25]=23)[C:19]([CH3:20])=[CH:18][N:17]=1. The yield is 0.300. (2) The reactants are [N:1]1([C:7]([O:9][C:10]([CH3:13])([CH3:12])[CH3:11])=[O:8])[CH2:6][CH2:5][NH:4][CH2:3][CH2:2]1.Cl[C:15]1[O:16][CH:17]=[C:18]([C:20]2[CH:25]=[CH:24][CH:23]=[CH:22][CH:21]=2)[N:19]=1. The catalyst is C1(C)C(C)=CC=CC=1. The product is [C:20]1([C:18]2[N:19]=[C:15]([N:4]3[CH2:5][CH2:6][N:1]([C:7]([O:9][C:10]([CH3:13])([CH3:12])[CH3:11])=[O:8])[CH2:2][CH2:3]3)[O:16][CH:17]=2)[CH:21]=[CH:22][CH:23]=[CH:24][CH:25]=1. The yield is 0.121. (3) The reactants are Br[C:2]1[CH:10]=[CH:9][C:8]2[N:7]3[CH2:11][CH2:12][N:13]([C:15]([O:17][C:18]([CH3:21])([CH3:20])[CH3:19])=[O:16])[CH2:14][C:6]3=[CH:5][C:4]=2[CH:3]=1.CN(C=O)C.N1CCCC1.[CH:32](=[O:36])[CH2:33][CH2:34][CH3:35]. The catalyst is CCOC(C)=O.C1C=CC(/C=C/C(/C=C/C2C=CC=CC=2)=O)=CC=1.C1C=CC(/C=C/C(/C=C/C2C=CC=CC=2)=O)=CC=1.[Pd].C1C=CC(P(C2C(C3C(P(C4C=CC=CC=4)C4C=CC=CC=4)=CC=C4C=3C=CC=C4)=C3C(C=CC=C3)=CC=2)C2C=CC=CC=2)=CC=1. The product is [C:32]([C:2]1[CH:10]=[CH:9][C:8]2[N:7]3[CH2:11][CH2:12][N:13]([C:15]([O:17][C:18]([CH3:21])([CH3:20])[CH3:19])=[O:16])[CH2:14][C:6]3=[CH:5][C:4]=2[CH:3]=1)(=[O:36])[CH2:33][CH2:34][CH3:35]. The yield is 0.730. (4) The reactants are [O:1]1[C:5]2[CH:6]=[CH:7][C:8]([CH2:10][N:11]3[CH2:15][CH2:14][C:13](=O)[CH2:12]3)=[CH:9][C:4]=2[O:3][CH2:2]1.C(OP([CH2:25]/[CH:26]=[CH:27]/[C:28]([O:30][CH2:31][CH3:32])=[O:29])(OCC)=O)C.[H-].[Na+]. The catalyst is COCCOC. The product is [O:1]1[C:5]2[CH:6]=[CH:7][C:8]([CH2:10][N:11]3[CH2:15][CH2:14]/[C:13](=[CH:25]\[CH:26]=[CH:27]\[C:28]([O:30][CH2:31][CH3:32])=[O:29])/[CH2:12]3)=[CH:9][C:4]=2[O:3][CH2:2]1. The yield is 0.160. (5) The reactants are C[O:2][C:3]([C:5]1[S:6][C:7]([C:30]2[CH:35]=[CH:34][C:33]([C:36]([O:40][CH2:41][CH3:42])([CH3:39])[PH2:37]=[O:38])=[CH:32][CH:31]=2)=[CH:8][C:9]=1[N:10]([CH:20]1[CH2:29][CH2:28][C:23]2(OCC[O:24]2)[CH2:22][CH2:21]1)[C:11]([CH:13]1[CH2:18][CH2:17][CH:16]([CH3:19])[CH2:15][CH2:14]1)=[O:12])=[O:4].Cl.[BH4-].[Na+].O.[OH-].[Li+]. The catalyst is C1COCC1.O.CO. The product is [CH2:41]([O:40][C:36]([CH3:39])([PH2:37]=[O:38])[C:33]1[CH:34]=[CH:35][C:30]([C:7]2[S:6][C:5]([C:3]([OH:4])=[O:2])=[C:9]([N:10]([CH:20]3[CH2:21][CH2:22][CH:23]([OH:24])[CH2:28][CH2:29]3)[C:11]([CH:13]3[CH2:18][CH2:17][CH:16]([CH3:19])[CH2:15][CH2:14]3)=[O:12])[CH:8]=2)=[CH:31][CH:32]=1)[CH3:42]. The yield is 0.0600. (6) The reactants are [NH:1]1[CH2:6][CH2:5][CH2:4][CH2:3][CH:2]1[C:7]([OH:9])=[O:8].[C:10](OC(=O)C)(=[O:12])C.O. The catalyst is C(O)=O.CO. The product is [CH:10]([N:1]1[CH2:6][CH2:5][CH2:4][CH2:3][CH:2]1[C:7]([OH:9])=[O:8])=[O:12]. The yield is 0.980.